From a dataset of Full USPTO retrosynthesis dataset with 1.9M reactions from patents (1976-2016). Predict the reactants needed to synthesize the given product. (1) Given the product [CH2:16]([N:13]([CH2:12][CH3:20])[C@H:7]([C:4]1[CH:5]=[CH:6][CH:1]=[CH:2][CH:3]=1)[C:8]([OH:10])=[O:9])[CH3:17], predict the reactants needed to synthesize it. The reactants are: [CH:1]1[CH:6]=[CH:5][C:4]([C@@H:7](N)[C:8]([OH:10])=[O:9])=[CH:3][CH:2]=1.[C:12]([BH3-])#[N:13].[Na+].[CH:16](=O)[CH3:17].Cl.[CH3:20]O. (2) Given the product [CH:1]([C:3]1[C:8]([OH:9])=[C:7]([O:25][CH3:24])[CH:6]=[C:5]([C:10]2[CH:15]=[CH:14][C:13]([C:16]#[N:17])=[CH:12][CH:11]=2)[CH:4]=1)=[O:2], predict the reactants needed to synthesize it. The reactants are: [CH:1]([C:3]1[CH:4]=[C:5]([C:10]2[CH:15]=[CH:14][C:13]([C:16]#[N:17])=[CH:12][CH:11]=2)[CH:6]=[CH:7][C:8]=1[OH:9])=[O:2].BrC1C=C(OC)C(O)=C(C=1)[CH:24]=[O:25].C(O)(=O)C.C(C1C=C(C2C=CC(O)=C(C3NC4C=CC(C(N)=N)=CC=4N=3)C=2)C=CC=1)(=N)N. (3) Given the product [S:51]1[C:52]2[CH:58]=[CH:57][CH:56]=[CH:55][C:53]=2[N:54]=[C:50]1[NH:49][C:40](=[O:42])[CH:39]([C:31]1[CH:32]=[CH:33][C:34]([S:35]([CH3:38])(=[O:36])=[O:37])=[C:29]([Cl:28])[CH:30]=1)[CH2:43][CH:44]1[CH2:48][CH2:47][CH2:46][CH2:45]1, predict the reactants needed to synthesize it. The reactants are: C1(P(C2C=CC=CC=2)C2C=CC=CC=2)C=CC=CC=1.BrN1C(=O)CCC1=O.[Cl:28][C:29]1[CH:30]=[C:31]([CH:39]([CH2:43][CH:44]2[CH2:48][CH2:47][CH2:46][CH2:45]2)[C:40]([OH:42])=O)[CH:32]=[CH:33][C:34]=1[S:35]([CH3:38])(=[O:37])=[O:36].[NH2:49][C:50]1[S:51][C:52]2[CH:58]=[CH:57][CH:56]=[CH:55][C:53]=2[N:54]=1.N1C=CC=CC=1. (4) Given the product [CH3:1][C:2]1[CH:3]=[C:4]([CH:17]=[CH:18][CH:19]=1)[CH2:5][CH:6]([C:12]([OH:14])=[O:13])[C:7]([OH:9])=[O:8], predict the reactants needed to synthesize it. The reactants are: [CH3:1][C:2]1[CH:3]=[C:4]([CH:17]=[CH:18][CH:19]=1)[CH2:5][CH:6]([C:12]([O:14]CC)=[O:13])[C:7]([O:9]CC)=[O:8].[OH-].[K+]. (5) Given the product [NH2:18][C:6]1[C:7]2[CH:8]=[C:9]([C:12]3([CH3:17])[O:13][CH2:14][CH2:15][O:16]3)[O:10][C:11]=2[C:3]([O:2][CH3:1])=[CH:4][CH:5]=1, predict the reactants needed to synthesize it. The reactants are: [CH3:1][O:2][C:3]1[C:11]2[O:10][C:9]([C:12]3([CH3:17])[O:16][CH2:15][CH2:14][O:13]3)=[CH:8][C:7]=2[C:6]([N+:18]([O-])=O)=[CH:5][CH:4]=1. (6) Given the product [C:48]([OH:53])(=[O:52])[C:49]([OH:51])=[O:50].[F:1][C:2]1[CH:3]=[C:4]([NH:21][C:22]([C:24]2[C:25](=[O:45])[N:26]([C:39]3[CH:40]=[CH:41][CH:42]=[CH:43][CH:44]=3)[N:27]([CH2:30][C@H:31]([O:33][C:34](=[O:38])[C@@H:35]([NH2:37])[CH3:36])[CH3:32])[C:28]=2[CH3:29])=[O:23])[CH:5]=[CH:6][C:7]=1[O:8][C:9]1[C:18]2[C:13](=[CH:14][C:15]([O:19][CH3:20])=[CH:16][CH:17]=2)[N:12]=[CH:11][CH:10]=1, predict the reactants needed to synthesize it. The reactants are: [F:1][C:2]1[CH:3]=[C:4]([NH:21][C:22]([C:24]2[C:25](=[O:45])[N:26]([C:39]3[CH:44]=[CH:43][CH:42]=[CH:41][CH:40]=3)[N:27]([CH2:30][C@H:31]([O:33][C:34](=[O:38])[C@@H:35]([NH2:37])[CH3:36])[CH3:32])[C:28]=2[CH3:29])=[O:23])[CH:5]=[CH:6][C:7]=1[O:8][C:9]1[C:18]2[C:13](=[CH:14][C:15]([O:19][CH3:20])=[CH:16][CH:17]=2)[N:12]=[CH:11][CH:10]=1.O.O.[C:48]([OH:53])(=[O:52])[C:49]([OH:51])=[O:50]. (7) Given the product [Cl:16][C:17]1[N:18]=[C:19]([N:5]2[CH2:6][CH2:7][O:8][CH:3]([CH2:2][OH:1])[CH2:4]2)[C:20]2[C:25]([CH3:26])=[CH:24][S:23][C:21]=2[N:22]=1, predict the reactants needed to synthesize it. The reactants are: [OH:1][CH2:2][CH:3]1[O:8][CH2:7][CH2:6][NH:5][CH2:4]1.CCN(CC)CC.[Cl:16][C:17]1[N:18]=[C:19](Cl)[C:20]2[C:25]([CH3:26])=[CH:24][S:23][C:21]=2[N:22]=1. (8) Given the product [CH3:7][O:8][CH2:9][CH:10]1[CH2:14][CH2:13][CH2:12][N:11]1[C:15]1[N:16]=[CH:17][C:18]([C:19]2[O:21][N:37]=[C:35]([C:32]3[CH:31]=[CH:30][C:29]([S:26]([NH2:25])(=[O:27])=[O:28])=[CH:34][CH:33]=3)[N:36]=2)=[CH:22][C:23]=1[CH3:24], predict the reactants needed to synthesize it. The reactants are: C(Cl)(=O)C(Cl)=O.[CH3:7][O:8][CH2:9][CH:10]1[CH2:14][CH2:13][CH2:12][N:11]1[C:15]1[C:23]([CH3:24])=[CH:22][C:18]([C:19]([OH:21])=O)=[CH:17][N:16]=1.[NH2:25][S:26]([C:29]1[CH:34]=[CH:33][C:32]([C:35](=[N:37]O)[NH2:36])=[CH:31][CH:30]=1)(=[O:28])=[O:27].C(C1C=CC(S(N)(=O)=O)=CC=1)#N.CCN(C(C)C)C(C)C. (9) Given the product [CH3:19][N:17]([CH3:18])[C:7]1([CH2:6][CH2:5][CH2:4][CH2:3][O:2][CH3:1])[CH2:8][CH2:9][C:10](=[O:11])[CH2:15][CH2:16]1, predict the reactants needed to synthesize it. The reactants are: [CH3:1][O:2][CH2:3][CH2:4][CH2:5][CH2:6][C:7]1([N:17]([CH3:19])[CH3:18])[CH2:16][CH2:15][C:10]2(OCC[O:11]2)[CH2:9][CH2:8]1.Cl.